Regression/Classification. Given a drug SMILES string, predict its absorption, distribution, metabolism, or excretion properties. Task type varies by dataset: regression for continuous measurements (e.g., permeability, clearance, half-life) or binary classification for categorical outcomes (e.g., BBB penetration, CYP inhibition). Dataset: cyp3a4_veith. From a dataset of CYP3A4 inhibition data for predicting drug metabolism from PubChem BioAssay. (1) The drug is Cn1c(=O)[nH]c(=O)c2c1nc(CN(Cc1ccccc1)Cc1ccccc1)n2CCN1CCOCC1. The result is 1 (inhibitor). (2) The compound is COc1cccc([C@@H]2Oc3ccc(OC)cc3C(=O)[C@H]2O)c1. The result is 1 (inhibitor).